This data is from Full USPTO retrosynthesis dataset with 1.9M reactions from patents (1976-2016). The task is: Predict the reactants needed to synthesize the given product. Given the product [F:1][C:2]([F:7])([F:6])[C:3]([OH:5])=[O:4].[CH2:19]1[C:18]2([CH2:22][CH2:23][NH:15][CH2:16][CH2:17]2)[CH2:21][O:20]1, predict the reactants needed to synthesize it. The reactants are: [F:1][C:2]([F:7])([F:6])[C:3]([OH:5])=[O:4].C(OC([N:15]1[CH2:23][CH2:22][C:18]2([CH2:21][O:20][CH2:19]2)[CH2:17][CH2:16]1)=O)(C)(C)C.